This data is from Full USPTO retrosynthesis dataset with 1.9M reactions from patents (1976-2016). The task is: Predict the reactants needed to synthesize the given product. (1) The reactants are: I[C:2]1[C:3](=[O:22])[NH:4][C:5](=[O:21])[N:6]([CH:20]=1)[C@@H:7]1[O:19][C@H:10]([CH2:11][O:12][C:13](=[O:18])[C:14]([CH3:17])([CH3:16])[CH3:15])[CH2:9][CH2:8]1.[CH:23]1[C:40]2=[C:41]3[C:30]([C:31]4[C:42]5[C:35](=[CH:36][CH:37]=[CH:38][C:39]2=5)[CH:34]=[CH:33][CH:32]=4)=[CH:29][CH:28]=[CH:27][C:26]3=[C:25]([C:43]#[CH:44])[CH:24]=1.CCN(CC)CC. Given the product [CH:23]1[C:40]2=[C:41]3[C:30]([C:31]4[C:42]5[C:35](=[CH:36][CH:37]=[CH:38][C:39]2=5)[CH:34]=[CH:33][CH:32]=4)=[CH:29][CH:28]=[CH:27][C:26]3=[C:25]([C:43]#[C:44][C:2]2[C:3](=[O:22])[NH:4][C:5](=[O:21])[N:6]([CH:20]=2)[C@@H:7]2[O:19][C@H:10]([CH2:11][O:12][C:13](=[O:18])[C:14]([CH3:17])([CH3:16])[CH3:15])[CH2:9][CH2:8]2)[CH:24]=1, predict the reactants needed to synthesize it. (2) Given the product [OH:21][C:7]1[C:6]([C:4]([NH:22][C@H:23]([CH3:24])[C:25]([OH:27])=[O:26])=[O:5])=[N:11][CH:10]=[C:9]2[O:12][N:13]=[C:14]([C:15]3[CH:16]=[CH:17][CH:18]=[CH:19][CH:20]=3)[C:8]=12, predict the reactants needed to synthesize it. The reactants are: C(O[C:4]([C:6]1[C:7]([OH:21])=[C:8]2[C:14]([C:15]3[CH:20]=[CH:19][CH:18]=[CH:17][CH:16]=3)=[N:13][O:12][C:9]2=[CH:10][N:11]=1)=[O:5])C.[NH2:22][C@@H:23]([C:25]([OH:27])=[O:26])[CH3:24]. (3) Given the product [NH2:47][C:46]1[CH:45]=[C:44]([C:2]2[C:10]3[C:9]([NH:11][C@H:12]([C:14]4[N:19]([C:20]5[CH:25]=[CH:24][CH:23]=[CH:22][CH:21]=5)[C:18](=[O:26])[C:17]5=[C:27]([CH3:30])[CH:28]=[CH:29][N:16]5[N:15]=4)[CH3:13])=[N:8][CH:7]=[N:6][C:5]=3[N:4]([CH2:31][O:32][CH2:33][CH2:34][Si:35]([CH3:38])([CH3:37])[CH3:36])[CH:3]=2)[CH:43]=[N:42][C:41]=1[O:40][CH3:39], predict the reactants needed to synthesize it. The reactants are: Br[C:2]1[C:10]2[C:9]([NH:11][C@H:12]([C:14]3[N:19]([C:20]4[CH:25]=[CH:24][CH:23]=[CH:22][CH:21]=4)[C:18](=[O:26])[C:17]4=[C:27]([CH3:30])[CH:28]=[CH:29][N:16]4[N:15]=3)[CH3:13])=[N:8][CH:7]=[N:6][C:5]=2[N:4]([CH2:31][O:32][CH2:33][CH2:34][Si:35]([CH3:38])([CH3:37])[CH3:36])[CH:3]=1.[CH3:39][O:40][C:41]1[C:46]([NH2:47])=[CH:45][C:44](B2OC(C)(C)C(C)(C)O2)=[CH:43][N:42]=1.C(=O)([O-])[O-].[Na+].[Na+]. (4) Given the product [C:21]1([C:29]2[CH:30]=[CH:31][CH:32]=[CH:33][CH:34]=2)[CH:22]=[CH:23][C:24]([CH2:27][NH:28][C:15]([C@@H:10]2[CH2:11][C@@H:12]([OH:14])[CH2:13][N:9]2[C:7](=[O:8])[C:6]2[CH:18]=[CH:19][CH:20]=[C:4]([O:3][CH2:1][CH3:2])[CH:5]=2)=[O:17])=[CH:25][CH:26]=1, predict the reactants needed to synthesize it. The reactants are: [CH2:1]([O:3][C:4]1[CH:5]=[C:6]([CH:18]=[CH:19][CH:20]=1)[C:7]([N:9]1[CH2:13][C@H:12]([OH:14])[CH2:11][C@H:10]1[C:15]([OH:17])=O)=[O:8])[CH3:2].[C:21]1([C:29]2[CH:34]=[CH:33][CH:32]=[CH:31][CH:30]=2)[CH:26]=[CH:25][C:24]([CH2:27][NH2:28])=[CH:23][CH:22]=1.CCN(C(C)C)C(C)C.CN(C(ON1N=NC2C=CC=NC1=2)=[N+](C)C)C.F[P-](F)(F)(F)(F)F.